From a dataset of Reaction yield outcomes from USPTO patents with 853,638 reactions. Predict the reaction yield, written as a fraction of the theoretical maximum amount of product (1.0 means a 100% yield; for example, 0.34 means a 34% yield). (1) The reactants are N1C=CN=C1.[CH3:6][C:7]([C:9]1[CH:10]=[CH:11][CH:12]=[C:13]([OH:15])[CH:14]=1)=[O:8].[CH3:16][C:17]([Si:20](Cl)([CH3:22])[CH3:21])([CH3:19])[CH3:18].CCCCCC. The catalyst is CN(C=O)C. The product is [Si:20]([O:15][C:13]1[CH:14]=[C:9]([C:7](=[O:8])[CH3:6])[CH:10]=[CH:11][CH:12]=1)([C:17]([CH3:19])([CH3:18])[CH3:16])([CH3:22])[CH3:21]. The yield is 0.690. (2) The reactants are [Si:1]([O:8][C@H:9]([C@H:17]([O:21][Si:22]([C:25]([CH3:28])([CH3:27])[CH3:26])([CH3:24])[CH3:23])/[CH:18]=[CH:19]/I)[CH2:10][CH2:11][CH2:12][C:13]([O:15][CH3:16])=[O:14])([C:4]([CH3:7])([CH3:6])[CH3:5])([CH3:3])[CH3:2].[Br:29][C:30]1[CH:35]=[CH:34][CH:33]=[CH:32][C:31]=1B(O)O.C(=O)([O-])[O-].[K+].[K+]. The catalyst is C1C=CC([P]([Pd]([P](C2C=CC=CC=2)(C2C=CC=CC=2)C2C=CC=CC=2)([P](C2C=CC=CC=2)(C2C=CC=CC=2)C2C=CC=CC=2)[P](C2C=CC=CC=2)(C2C=CC=CC=2)C2C=CC=CC=2)(C2C=CC=CC=2)C2C=CC=CC=2)=CC=1.O1CCOCC1. The product is [Br:29][C:30]1[CH:35]=[CH:34][CH:33]=[CH:32][C:31]=1/[CH:19]=[CH:18]/[C@@H:17]([O:21][Si:22]([C:25]([CH3:28])([CH3:27])[CH3:26])([CH3:24])[CH3:23])[C@@H:9]([O:8][Si:1]([C:4]([CH3:7])([CH3:6])[CH3:5])([CH3:3])[CH3:2])[CH2:10][CH2:11][CH2:12][C:13]([O:15][CH3:16])=[O:14]. The yield is 0.700. (3) The reactants are [CH3:1][C:2]1[CH:3]=[C:4]([N:9]2[C:13]3[C:14]([C:18]#[N:19])=[CH:15][CH:16]=[CH:17][C:12]=3[N:11]=[CH:10]2)[CH:5]=[C:6]([CH3:8])[CH:7]=1.[CH2:20](Cl)Cl.[F:23][C:24]([F:31])([F:30])[S:25]([O:28]C)(=[O:27])=[O:26].CC#N. The catalyst is CCOCC. The product is [F:23][C:24]([F:31])([F:30])[S:25]([O-:28])(=[O:27])=[O:26].[C:18]([C:14]1[C:13]2[N:9]([C:4]3[CH:5]=[C:6]([CH3:8])[CH:7]=[C:2]([CH3:1])[CH:3]=3)[CH:10]=[N+:11]([CH3:20])[C:12]=2[CH:17]=[CH:16][CH:15]=1)#[N:19]. The yield is 0.940. (4) The product is [O:32]1[CH2:38][CH2:37][CH2:36][O:35][C:34]2[CH:39]=[C:40]([C:2]3[C:7]([CH:8]([CH2:13][CH2:14][CH3:15])[C:9]([O:11][CH3:12])=[O:10])=[C:6]([CH3:16])[N:5]=[C:4]([C:17]4[CH:22]=[CH:21][CH:20]=[CH:19][CH:18]=4)[N:3]=3)[CH:41]=[CH:42][C:33]1=2. The reactants are Cl[C:2]1[C:7]([CH:8]([CH2:13][CH2:14][CH3:15])[C:9]([O:11][CH3:12])=[O:10])=[C:6]([CH3:16])[N:5]=[C:4]([C:17]2[CH:22]=[CH:21][CH:20]=[CH:19][CH:18]=2)[N:3]=1.C(N(CC)C(C)C)(C)C.[O:32]1[CH2:38][CH2:37][CH2:36][O:35][C:34]2[CH:39]=[C:40](B(O)O)[CH:41]=[CH:42][C:33]1=2. The catalyst is COCCOC.O.C1C=CC([P]([Pd]([P](C2C=CC=CC=2)(C2C=CC=CC=2)C2C=CC=CC=2)([P](C2C=CC=CC=2)(C2C=CC=CC=2)C2C=CC=CC=2)[P](C2C=CC=CC=2)(C2C=CC=CC=2)C2C=CC=CC=2)(C2C=CC=CC=2)C2C=CC=CC=2)=CC=1. The yield is 0.750. (5) The reactants are Br[CH2:2][CH:3]([C:5]1[CH:10]=[CH:9][C:8]([CH2:11][CH3:12])=[CH:7][N:6]=1)[OH:4].C(=O)([O-])[O-].[K+].[K+]. The catalyst is CO. The product is [CH2:11]([C:8]1[CH:9]=[CH:10][C:5]([CH:3]2[CH2:2][O:4]2)=[N:6][CH:7]=1)[CH3:12]. The yield is 0.900. (6) The reactants are [C:1]([O:4][CH:5]1[C:9]2[N:10]=[CH:11][N:12]=[C:13](Cl)[C:8]=2[C@H:7]([CH3:15])[CH2:6]1)(=[O:3])[CH3:2].[C:16]([N:23]1[CH2:28][CH2:27][NH:26][CH2:25][CH2:24]1)([O:18][C:19]([CH3:22])([CH3:21])[CH3:20])=[O:17]. The catalyst is CN1C(=O)CCC1.C(OCC)(=O)C. The product is [C:1]([O:4][CH:5]1[C:9]2[N:10]=[CH:11][N:12]=[C:13]([N:26]3[CH2:25][CH2:24][N:23]([C:16]([O:18][C:19]([CH3:22])([CH3:21])[CH3:20])=[O:17])[CH2:28][CH2:27]3)[C:8]=2[C@H:7]([CH3:15])[CH2:6]1)(=[O:3])[CH3:2]. The yield is 0.720. (7) The reactants are Br[CH2:2][C:3]1[N:4]=[C:5]2[C:10]([C:11]([F:14])([F:13])[F:12])=[CH:9][CH:8]=[CH:7][N:6]2[C:15]=1[C:16]1[CH:21]=[CH:20][CH:19]=[C:18]([O:22][C:23]2[CH:28]=[CH:27][CH:26]=[C:25]([S:29]([CH3:32])(=[O:31])=[O:30])[CH:24]=2)[CH:17]=1.[NH:33]1[CH2:38][CH2:37][CH2:36][CH2:35][CH2:34]1. The catalyst is C(O)C. The product is [CH3:32][S:29]([C:25]1[CH:24]=[C:23]([CH:28]=[CH:27][CH:26]=1)[O:22][C:18]1[CH:17]=[C:16]([C:15]2[N:6]3[CH:7]=[CH:8][CH:9]=[C:10]([C:11]([F:14])([F:13])[F:12])[C:5]3=[N:4][C:3]=2[CH2:2][N:33]2[CH2:38][CH2:37][CH2:36][CH2:35][CH2:34]2)[CH:21]=[CH:20][CH:19]=1)(=[O:31])=[O:30]. The yield is 0.680. (8) The reactants are [OH:1][CH2:2][C@H:3]([CH2:19][CH:20]=[CH2:21])[CH2:4][C@H:5]1[CH2:9][O:8][C:7]([CH3:11])([CH3:10])[N:6]1[C:12]([O:14][C:15]([CH3:18])([CH3:17])[CH3:16])=[O:13].N1C=CN=C1.[CH3:27][C:28]([Si:31](Cl)([CH3:33])[CH3:32])([CH3:30])[CH3:29]. The catalyst is CN(C1C=CN=CC=1)C.C(Cl)Cl. The product is [Si:31]([O:1][CH2:2][C@H:3]([CH2:19][CH:20]=[CH2:21])[CH2:4][C@H:5]1[CH2:9][O:8][C:7]([CH3:11])([CH3:10])[N:6]1[C:12]([O:14][C:15]([CH3:18])([CH3:17])[CH3:16])=[O:13])([C:28]([CH3:30])([CH3:29])[CH3:27])([CH3:33])[CH3:32]. The yield is 0.570.